This data is from Reaction yield outcomes from USPTO patents with 853,638 reactions. The task is: Predict the reaction yield, written as a fraction of the theoretical maximum amount of product (1.0 means a 100% yield; for example, 0.34 means a 34% yield). (1) The reactants are [C:1]([C:3]1[CH:11]=[CH:10][C:6]([C:7]([OH:9])=O)=[C:5]([F:12])[CH:4]=1)#[N:2].CN(C(ON1N=NC2C=CC=NC1=2)=[N+](C)C)C.F[P-](F)(F)(F)(F)F.[CH3:37][O:38][C:39]1[CH:44]=[C:43]([NH2:45])[CH:42]=[CH:41][N:40]=1.CCN(CC)CC. The product is [C:1]([C:3]1[CH:11]=[CH:10][C:6]([C:7]([NH:45][C:43]2[CH:42]=[CH:41][N:40]=[C:39]([O:38][CH3:37])[CH:44]=2)=[O:9])=[C:5]([F:12])[CH:4]=1)#[N:2]. The catalyst is ClCCl. The yield is 0.660. (2) The reactants are C(N(CC)CC)C.[C:8]([O:12][C:13]([NH:15][C@@:16]1([C:30]([O:32][C:33]([CH3:36])([CH3:35])[CH3:34])=[O:31])[CH2:21][C@H:20](O)[CH:19]2[CH:17]1[CH:18]2[C:23]([O:25][C:26]([CH3:29])([CH3:28])[CH3:27])=[O:24])=[O:14])([CH3:11])([CH3:10])[CH3:9].O1CCCC1.CC(C)([O-])C.[K+]. The catalyst is CC(C)=O.O. The product is [C:8]([O:12][C:13]([NH:15][C@@:16]1([C:30]([O:32][C:33]([CH3:36])([CH3:35])[CH3:34])=[O:31])[CH:21]=[CH:20][C@@H:19]2[C@H:17]1[C@H:18]2[C:23]([O:25][C:26]([CH3:28])([CH3:27])[CH3:29])=[O:24])=[O:14])([CH3:11])([CH3:9])[CH3:10]. The yield is 0.950.